This data is from Full USPTO retrosynthesis dataset with 1.9M reactions from patents (1976-2016). The task is: Predict the reactants needed to synthesize the given product. (1) Given the product [Br:1][C:2]1[CH:3]=[C:4]2[C:8](=[CH:9][C:10]=1[N+:11]([O-:13])=[O:12])[NH:7][N:6]=[C:5]2[Cl:14], predict the reactants needed to synthesize it. The reactants are: [Br:1][C:2]1[CH:3]=[C:4]2[C:8](=[CH:9][C:10]=1[N+:11]([O-:13])=[O:12])[NH:7][N:6]=[CH:5]2.[Cl:14][O-].[Na+]. (2) Given the product [OH:8][CH2:9][C:10]1[CH:11]=[C:12]2[C:16](=[CH:17][CH:18]=1)[N:15]([C:24]1[CH:29]=[C:28]([I:30])[CH:27]=[CH:26][N:25]=1)[N:14]=[C:13]2[C:19]([OH:21])=[O:20], predict the reactants needed to synthesize it. The reactants are: [Si]([O:8][CH2:9][C:10]1[CH:11]=[C:12]2[C:16](=[CH:17][CH:18]=1)[NH:15][N:14]=[C:13]2[C:19]([O:21]C)=[O:20])(C(C)(C)C)(C)C.F[C:24]1[CH:29]=[C:28]([I:30])[CH:27]=[CH:26][N:25]=1. (3) Given the product [NH2:1][C:2]1[N:7]=[CH:6][N:5]=[C:4]2[N:8]([CH:12]([C:14]3[C:19]([C:20]4[CH:25]=[CH:24][CH:23]=[CH:22][CH:21]=4)=[N:18][N:17]([CH:26]([CH3:28])[CH3:27])[C:16](=[O:29])[CH:15]=3)[CH3:13])[N:9]=[C:10]([C:33]3[CH:34]=[C:35]([OH:37])[CH:36]=[C:31]([F:30])[CH:32]=3)[C:3]=12, predict the reactants needed to synthesize it. The reactants are: [NH2:1][C:2]1[N:7]=[CH:6][N:5]=[C:4]2[N:8]([CH:12]([C:14]3[C:19]([C:20]4[CH:25]=[CH:24][CH:23]=[CH:22][CH:21]=4)=[N:18][N:17]([CH:26]([CH3:28])[CH3:27])[C:16](=[O:29])[CH:15]=3)[CH3:13])[N:9]=[C:10](I)[C:3]=12.[F:30][C:31]1[CH:32]=[C:33](B(O)O)[CH:34]=[C:35]([OH:37])[CH:36]=1.